Dataset: Forward reaction prediction with 1.9M reactions from USPTO patents (1976-2016). Task: Predict the product of the given reaction. (1) Given the reactants [CH2:1]([O:3][C:4](=[O:17])[C@@H:5]([O:15][CH3:16])[CH2:6][C:7]1[CH:12]=[CH:11][C:10]([C:13]#[CH:14])=[CH:9][CH:8]=1)[CH3:2].C(O)=[O:19], predict the reaction product. The product is: [CH2:1]([O:3][C:4](=[O:17])[CH:5]([O:15][CH3:16])[CH2:6][C:7]1[CH:8]=[CH:9][C:10]([C:13](=[O:19])[CH3:14])=[CH:11][CH:12]=1)[CH3:2]. (2) Given the reactants [O:1]([CH2:8][CH2:9][S:10][CH2:11][C:12]([NH:14][NH:15][C:16]([C:18]1[C:27]2[C:22](=[CH:23][CH:24]=[CH:25][CH:26]=2)[C:21]([N:28]([CH3:30])[CH3:29])=[CH:20][CH:19]=1)=[O:17])=O)[C:2]1[CH:7]=[CH:6][CH:5]=[CH:4][CH:3]=1.CN(C)CC1OC2C=C(C3OC(CSCCOC4C=CC=CC=4)=NN=3)C=CC=2C=1, predict the reaction product. The product is: [CH3:30][N:28]([CH3:29])[C:21]1[C:22]2[C:27](=[CH:26][CH:25]=[CH:24][CH:23]=2)[C:18]([C:16]2[O:17][C:12]([CH2:11][S:10][CH2:9][CH2:8][O:1][C:2]3[CH:3]=[CH:4][CH:5]=[CH:6][CH:7]=3)=[N:14][N:15]=2)=[CH:19][CH:20]=1. (3) Given the reactants [CH3:1][S:2]([OH:5])(=[O:4])=[O:3].[F:6][C:7]1[CH:12]=[CH:11][C:10]([CH2:13][C:14]2[C:23]3[C:18](=[CH:19][CH:20]=[CH:21][CH:22]=3)[C:17](=[O:24])[NH:16][N:15]=2)=[CH:9][C:8]=1[N:25]1[C:29](=[O:30])[CH:28]([CH3:31])[N:27]([CH2:32][CH2:33][N:34]2[CH2:38][CH2:37][CH2:36][CH2:35]2)[C:26]1=[O:39], predict the reaction product. The product is: [S:2]([OH:5])(=[O:4])(=[O:3])[CH3:1].[F:6][C:7]1[CH:12]=[CH:11][C:10]([CH2:13][C:14]2[C:23]3[C:18](=[CH:19][CH:20]=[CH:21][CH:22]=3)[C:17](=[O:24])[NH:16][N:15]=2)=[CH:9][C:8]=1[N:25]1[C:29](=[O:30])[CH:28]([CH3:31])[N:27]([CH2:32][CH2:33][N:34]2[CH2:35][CH2:36][CH2:37][CH2:38]2)[C:26]1=[O:39]. (4) Given the reactants [N:1]1[N:5]2[CH:6]=[CH:7][C:8]([CH:10]=O)=[CH:9][C:4]2=[CH:3][CH:2]=1.[Cl:12][C:13]1[CH:18]=[CH:17][CH:16]=[C:15]([Cl:19])[C:14]=1/[N:20]=[C:21]1\[S:22][CH2:23][C:24](=[O:26])[NH:25]\1.N1CCCCC1, predict the reaction product. The product is: [Cl:19][C:15]1[CH:16]=[CH:17][CH:18]=[C:13]([Cl:12])[C:14]=1/[N:20]=[C:21]1\[S:22]/[C:23](=[CH:10]\[C:8]2[CH:7]=[CH:6][N:5]3[N:1]=[CH:2][CH:3]=[C:4]3[CH:9]=2)/[C:24](=[O:26])[NH:25]\1. (5) Given the reactants [C:1]([C:5]1[C:12]2[S:11][C:10]([NH2:13])=[N:9][C:8]=2[NH:7][N:6]=1)([CH3:4])([CH3:3])[CH3:2].N1C=CC=CC=1.[O:20]1[CH:24]=[CH:23][CH:22]=[C:21]1[C:25](Cl)=[O:26].C(O)C(N)(CO)CO, predict the reaction product. The product is: [C:1]([C:5]1[C:12]2[S:11][C:10]([NH:13][C:25]([C:21]3[O:20][CH:24]=[CH:23][CH:22]=3)=[O:26])=[N:9][C:8]=2[NH:7][N:6]=1)([CH3:4])([CH3:2])[CH3:3]. (6) Given the reactants COC[O:4][CH2:5][C:6]1[N:7]=[C:8]([C:13]2[CH:18]=[CH:17][CH:16]=[CH:15][CH:14]=2)[O:9][C:10]=1[CH:11]=[O:12].Cl.O1CCCC1, predict the reaction product. The product is: [OH:4][CH2:5][C:6]1[N:7]=[C:8]([C:13]2[CH:18]=[CH:17][CH:16]=[CH:15][CH:14]=2)[O:9][C:10]=1[CH:11]=[O:12]. (7) Given the reactants Cl[C:2]1[C:7]([C:8]([O:10][CH2:11][CH3:12])=[O:9])=[C:6]([CH2:13][CH3:14])[N:5]=[C:4]2[N:15]([CH2:18][CH3:19])[N:16]=[CH:17][C:3]=12.CCN(C(C)C)C(C)C.[O:29]1[CH2:34][CH2:33][CH:32]([NH2:35])[CH2:31][CH2:30]1.O, predict the reaction product. The product is: [CH2:18]([N:15]1[C:4]2=[N:5][C:6]([CH2:13][CH3:14])=[C:7]([C:8]([O:10][CH2:11][CH3:12])=[O:9])[C:2]([NH:35][CH:32]3[CH2:33][CH2:34][O:29][CH2:30][CH2:31]3)=[C:3]2[CH:17]=[N:16]1)[CH3:19].